This data is from Peptide-MHC class II binding affinity with 134,281 pairs from IEDB. The task is: Regression. Given a peptide amino acid sequence and an MHC pseudo amino acid sequence, predict their binding affinity value. This is MHC class II binding data. (1) The peptide sequence is AYPSVLGQTIRNSRW. The binding affinity (normalized) is 0.355. The MHC is DRB1_1302 with pseudo-sequence DRB1_1302. (2) The peptide sequence is DVLSQPMLPHTWDGS. The MHC is DRB1_1201 with pseudo-sequence DRB1_1201. The binding affinity (normalized) is 0.183. (3) The MHC is DRB1_1302 with pseudo-sequence DRB1_1302. The binding affinity (normalized) is 0.0714. The peptide sequence is SPEVIPMFSALSEGAT. (4) The peptide sequence is EKVDAAFKVAATAAN. The binding affinity (normalized) is 0.312. The MHC is HLA-DQA10501-DQB10201 with pseudo-sequence HLA-DQA10501-DQB10201. (5) The peptide sequence is ARARRAAIAAAGASR. The MHC is HLA-DPA10201-DPB10501 with pseudo-sequence HLA-DPA10201-DPB10501. The binding affinity (normalized) is 0. (6) The peptide sequence is LQMNSLRAEDTAVYY. The MHC is DRB3_0101 with pseudo-sequence DRB3_0101. The binding affinity (normalized) is 0.852. (7) The peptide sequence is GVIMMFLSLGVGA. The MHC is DRB1_0101 with pseudo-sequence DRB1_0101. The binding affinity (normalized) is 0.310. (8) The MHC is HLA-DQA10301-DQB10302 with pseudo-sequence HLA-DQA10301-DQB10302. The peptide sequence is EKKIFAATQFEPLAA. The binding affinity (normalized) is 0.377.